From a dataset of Reaction yield outcomes from USPTO patents with 853,638 reactions. Predict the reaction yield, written as a fraction of the theoretical maximum amount of product (1.0 means a 100% yield; for example, 0.34 means a 34% yield). (1) The yield is 0.990. The reactants are [F:1][C:2]1[CH:10]=[CH:9][CH:8]=[C:7]([I:11])[C:3]=1[C:4]([OH:6])=[O:5].O[Li].O.S(OC)(O[CH3:19])(=O)=O.[NH4+].[Cl-]. The product is [CH3:19][O:5][C:4](=[O:6])[C:3]1[C:7]([I:11])=[CH:8][CH:9]=[CH:10][C:2]=1[F:1]. The catalyst is C1COCC1. (2) The reactants are [H-].[Na+].[Cl:3][C:4]1[CH:5]=[C:6]([C:11](=[O:13])[CH3:12])[CH:7]=[CH:8][C:9]=1[Cl:10].[C:14](=O)([O:17]C)[O:15][CH3:16]. No catalyst specified. The product is [Cl:3][C:4]1[CH:5]=[C:6]([C:11](=[O:13])[CH2:12][C:14]([O:15][CH3:16])=[O:17])[CH:7]=[CH:8][C:9]=1[Cl:10]. The yield is 0.410. (3) The reactants are [C:1]([O:5][C:6]([NH:8][C@H:9]([CH2:16][CH2:17][S:18][CH2:19][CH3:20])[CH:10]([OH:15])[C:11]([O:13][CH3:14])=[O:12])=[O:7])([CH3:4])([CH3:3])[CH3:2].[CH3:21][C:22]1C=CC(S(O)(=O)=O)=C[CH:23]=1. The catalyst is COC(OC)(C)C.C(OCC)(=O)C. The product is [CH2:19]([S:18][CH2:17][CH2:16][C@@H:9]1[CH:10]([C:11]([O:13][CH3:14])=[O:12])[O:15][C:22]([CH3:23])([CH3:21])[N:8]1[C:6]([O:5][C:1]([CH3:4])([CH3:3])[CH3:2])=[O:7])[CH3:20]. The yield is 0.100. (4) The reactants are C[O:2][C:3](=[O:20])[CH:4]([C:11]1[CH:16]=[CH:15][C:14]([O:17][CH3:18])=[C:13]([F:19])[CH:12]=1)[CH2:5][CH:6]1[CH2:10][CH2:9][CH2:8][CH2:7]1.[OH-].[Li+].Cl. The catalyst is O1CCCC1.O.CO. The product is [CH:6]1([CH2:5][CH:4]([C:11]2[CH:16]=[CH:15][C:14]([O:17][CH3:18])=[C:13]([F:19])[CH:12]=2)[C:3]([OH:20])=[O:2])[CH2:10][CH2:9][CH2:8][CH2:7]1. The yield is 0.713. (5) No catalyst specified. The product is [OH:8][CH2:9][C:10]1[CH:15]=[CH:14][C:13]([NH:16][C:17](=[O:23])[O:18][C:19]([CH3:21])([CH3:22])[CH3:20])=[C:12]([O:24][CH3:25])[CH:11]=1. The reactants are [Si]([O:8][CH2:9][C:10]1[CH:15]=[CH:14][C:13]([NH:16][C:17](=[O:23])[O:18][C:19]([CH3:22])([CH3:21])[CH3:20])=[C:12]([O:24][CH3:25])[CH:11]=1)(C(C)(C)C)(C)C.[F-].C([N+](CCCC)(CCCC)CCCC)CCC.C1COCC1. The yield is 0.560.